This data is from Reaction yield outcomes from USPTO patents with 853,638 reactions. The task is: Predict the reaction yield, written as a fraction of the theoretical maximum amount of product (1.0 means a 100% yield; for example, 0.34 means a 34% yield). (1) The reactants are [CH2:1]([C:3]1[C:8](=[O:9])[N:7]2[N:10]=[CH:11][C:12]([C:13]([NH:15][NH2:16])=[O:14])=[C:6]2[NH:5][C:4]=1[CH3:17])[CH3:2].CN(C=O)C.C(N(CC)CC)C.[CH2:30]([O:32][C:33](=[O:37])[C:34](Cl)=[O:35])[CH3:31]. The catalyst is ClCCl. The product is [CH2:1]([C:3]1[C:8](=[O:9])[N:7]2[N:10]=[CH:11][C:12]([C:13]([NH:15][NH:16][C:34](=[O:35])[C:33]([O:32][CH2:30][CH3:31])=[O:37])=[O:14])=[C:6]2[NH:5][C:4]=1[CH3:17])[CH3:2]. The yield is 0.820. (2) The reactants are [Cl:1][C:2]1[CH:10]=[CH:9][CH:8]=[C:7]([N+:11]([O-:13])=[O:12])[C:3]=1[C:4]([OH:6])=O.O=S(Cl)Cl.[NH2:18][C:19]1[C:20]([CH3:25])=[CH:21][CH:22]=[CH:23][CH:24]=1.C([O-])(O)=O.[Na+]. The catalyst is C1(C)C=CC=CC=1.O1CCOCC1.C(OCC)(=O)C.O.CN(C=O)C. The product is [Cl:1][C:2]1[CH:10]=[CH:9][CH:8]=[C:7]([N+:11]([O-:13])=[O:12])[C:3]=1[C:4]([NH:18][C:19]1[CH:24]=[CH:23][CH:22]=[CH:21][C:20]=1[CH3:25])=[O:6]. The yield is 0.874. (3) The reactants are [Cl:1][C:2]1[CH:3]=[C:4](/[CH:9]=[CH:10]/[C:11]([N:13]2[CH2:19][CH2:18][C:17](=[O:20])[N:16]([CH2:21][CH:22]3[CH2:24][O:23]3)[CH2:15][CH2:14]2)=[O:12])[CH:5]=[CH:6][C:7]=1[Cl:8].Cl.[F:26][CH:27]1[CH2:32][CH2:31][NH:30][CH2:29][CH2:28]1.CCN(CC)CC. The catalyst is CO. The product is [Cl:1][C:2]1[CH:3]=[C:4](/[CH:9]=[CH:10]/[C:11]([N:13]2[CH2:19][CH2:18][C:17](=[O:20])[N:16]([CH2:21][CH:22]([OH:23])[CH2:24][N:30]3[CH2:31][CH2:32][CH:27]([F:26])[CH2:28][CH2:29]3)[CH2:15][CH2:14]2)=[O:12])[CH:5]=[CH:6][C:7]=1[Cl:8]. The yield is 0.100. (4) The yield is 0.480. The catalyst is CN(C=O)C. The reactants are [OH:1][C:2]1[CH:7]=[CH:6][C:5]([CH:8]2[CH2:13][CH2:12][N:11]([C:14]([O:16][C:17]([CH3:20])([CH3:19])[CH3:18])=[O:15])[CH2:10][CH2:9]2)=[CH:4][CH:3]=1.[H-].[Na+].Cl[C:24]1[N:25]([CH2:32][C@:33]2([CH3:36])[CH2:35][O:34]2)[CH:26]=[C:27]([N+:29]([O-:31])=[O:30])[N:28]=1. The product is [CH3:35][C@@:33]1([CH2:36][O:1][C:2]2[CH:7]=[CH:6][C:5]([CH:8]3[CH2:9][CH2:10][N:11]([C:14]([O:16][C:17]([CH3:20])([CH3:19])[CH3:18])=[O:15])[CH2:12][CH2:13]3)=[CH:4][CH:3]=2)[O:34][C:24]2=[N:28][C:27]([N+:29]([O-:31])=[O:30])=[CH:26][N:25]2[CH2:32]1.